This data is from Full USPTO retrosynthesis dataset with 1.9M reactions from patents (1976-2016). The task is: Predict the reactants needed to synthesize the given product. (1) Given the product [C:1]([C:3]1[CH:4]=[CH:5][C:6]([C:9]2[N:13]3[N:14]=[C:15]([C:18]4[CH:26]=[CH:25][C:21]([C:22]([N:63]5[CH2:64][CH2:65][C:60]([NH:66][C:67](=[O:73])[O:68][C:69]([CH3:72])([CH3:71])[CH3:70])([CH2:58][CH3:59])[CH2:61][CH2:62]5)=[O:23])=[CH:20][CH:19]=4)[CH:16]=[CH:17][C:12]3=[N:11][CH:10]=2)=[CH:7][CH:8]=1)#[N:2], predict the reactants needed to synthesize it. The reactants are: [C:1]([C:3]1[CH:8]=[CH:7][C:6]([C:9]2[N:13]3[N:14]=[C:15]([C:18]4[CH:26]=[CH:25][C:21]([C:22](O)=[O:23])=[CH:20][CH:19]=4)[CH:16]=[CH:17][C:12]3=[N:11][CH:10]=2)=[CH:5][CH:4]=1)#[N:2].CN(C(ON1N=NC2C=CC=NC1=2)=[N+](C)C)C.F[P-](F)(F)(F)(F)F.CN1CCOCC1.[CH2:58]([C:60]1([NH:66][C:67](=[O:73])[O:68][C:69]([CH3:72])([CH3:71])[CH3:70])[CH2:65][CH2:64][NH:63][CH2:62][CH2:61]1)[CH3:59]. (2) Given the product [CH3:14][C:9]([C:20]([O:22][CH2:3][CH2:4][OH:6])=[O:21])=[CH2:10], predict the reactants needed to synthesize it. The reactants are: C1(=O)N[C:4](=[O:6])[CH:3]=C1.N1C=CC=[CH:10][C:9]=1[C:14]1C=CC=CN=1.[C:20](=[O:22])=[O:21].CC(C)=O. (3) Given the product [CH2:34]([N:35]([CH2:38][CH3:39])[CH2:36][CH2:37][N:28]1[C:24]2=[N:25][CH:26]=[N:27][C:22]([NH:21][C:3]3[CH:4]=[C:5]([CH:19]=[CH:20][C:2]=3[CH3:1])[C:6]([NH:8][C:9]3[CH:14]=[CH:13][CH:12]=[C:11]([C:15]([F:18])([F:16])[F:17])[CH:10]=3)=[O:7])=[C:23]2[CH:30]=[N:29]1)[CH3:33], predict the reactants needed to synthesize it. The reactants are: [CH3:1][C:2]1[CH:20]=[CH:19][C:5]([C:6]([NH:8][C:9]2[CH:14]=[CH:13][CH:12]=[C:11]([C:15]([F:18])([F:17])[F:16])[CH:10]=2)=[O:7])=[CH:4][C:3]=1[NH:21][C:22]1[N:27]=[CH:26][N:25]=[C:24]2[NH:28][N:29]=[CH:30][C:23]=12.Br.Br[CH2:33][CH2:34][N:35]([CH2:38][CH3:39])[CH2:36][CH3:37].C(=O)([O-])[O-].[Cs+].[Cs+]. (4) Given the product [NH2:19][C:20](=[O:63])[C:21]([CH3:61])([CH3:62])[CH2:22][NH:23][C:24]([C@H:26]([CH:58]([CH3:59])[CH3:60])[CH2:27][C@@H:28]1[O:32][CH2:31][N:30]([C:33]([O:35][CH2:36][O:9][C:8]([C:7]2[C:2]([CH3:1])=[N:3][CH:4]=[CH:5][CH:6]=2)=[O:10])=[O:34])[C@H:29]1[CH2:38][C@H:39]([CH2:43][C:44]1[CH:49]=[CH:48][C:47]([O:50][CH3:51])=[C:46]([O:52][CH2:53][CH2:54][CH2:55][O:56][CH3:57])[CH:45]=1)[CH:40]([CH3:41])[CH3:42])=[O:25], predict the reactants needed to synthesize it. The reactants are: [CH3:1][C:2]1[C:7]([C:8]([OH:10])=[O:9])=[CH:6][CH:5]=[CH:4][N:3]=1.[I-].[Cs+].C(=O)([O-])[O-].[Cs+].[Cs+].[NH2:19][C:20](=[O:63])[C:21]([CH3:62])([CH3:61])[CH2:22][NH:23][C:24]([C@H:26]([CH:58]([CH3:60])[CH3:59])[CH2:27][C@@H:28]1[O:32][CH2:31][N:30]([C:33]([O:35][CH2:36]Cl)=[O:34])[C@H:29]1[CH2:38][C@H:39]([CH2:43][C:44]1[CH:49]=[CH:48][C:47]([O:50][CH3:51])=[C:46]([O:52][CH2:53][CH2:54][CH2:55][O:56][CH3:57])[CH:45]=1)[CH:40]([CH3:42])[CH3:41])=[O:25]. (5) Given the product [F:1][C:2]1[CH:7]=[C:6]([F:8])[CH:5]=[CH:4][C:3]=1[N:9]1[C:13]([C:14]2[CH:19]=[CH:18][C:17]3=[N:20][O:22][C:30]([C:27]4[CH:28]=[CH:29][C:24]([F:23])=[CH:25][CH:26]=4)=[C:16]3[CH:15]=2)=[CH:12][CH:11]=[N:10]1, predict the reactants needed to synthesize it. The reactants are: [F:1][C:2]1[CH:7]=[C:6]([F:8])[CH:5]=[CH:4][C:3]=1[N:9]1[C:13]([C:14]2[CH:19]=[CH:18][C:17]([N+:20]([O-:22])=O)=[CH:16][CH:15]=2)=[CH:12][CH:11]=[N:10]1.[F:23][C:24]1[CH:29]=[CH:28][C:27]([CH2:30]C#N)=[CH:26][CH:25]=1. (6) Given the product [CH:1]1([O:4][C:5]2[CH:6]=[C:7]([C:15]3[NH:32][C:18]4[CH:19]=[N:20][NH:21][C:22](=[O:23])[C:17]=4[C:16]=3[CH:33]3[CH2:34][CH2:35]3)[CH:8]=[CH:9][C:10]=2[O:11][CH:12]([F:13])[F:14])[CH2:3][CH2:2]1, predict the reactants needed to synthesize it. The reactants are: [CH:1]1([O:4][C:5]2[CH:6]=[C:7]([C:15]3[NH:32][C:18]4[CH:19]=[N:20][N:21](COCC[Si](C)(C)C)[C:22](=[O:23])[C:17]=4[C:16]=3[CH:33]3[CH2:35][CH2:34]3)[CH:8]=[CH:9][C:10]=2[O:11][CH:12]([F:14])[F:13])[CH2:3][CH2:2]1.C1(OC2C=C(C3NC4C=NN(COCC[Si](C)(C)C)C(=O)C=4C=3C)C=CC=2OC(F)F)CC1.